This data is from Peptide-MHC class I binding affinity with 185,985 pairs from IEDB/IMGT. The task is: Regression. Given a peptide amino acid sequence and an MHC pseudo amino acid sequence, predict their binding affinity value. This is MHC class I binding data. (1) The peptide sequence is VTFFCVMTY. The MHC is HLA-B48:01 with pseudo-sequence HLA-B48:01. The binding affinity (normalized) is 0.0847. (2) The peptide sequence is ESPSSIWVF. The MHC is HLA-A30:01 with pseudo-sequence HLA-A30:01. The binding affinity (normalized) is 0.283.